Dataset: Full USPTO retrosynthesis dataset with 1.9M reactions from patents (1976-2016). Task: Predict the reactants needed to synthesize the given product. (1) Given the product [C:1]([O:5][C:6]([N:8]1[CH2:12][CH:11]([C:13]2[CH:18]=[CH:17][CH:16]=[CH:15][CH:14]=2)[CH2:10][C@H:9]1[C:19]1[NH:23][N:22]=[N:21][N:20]=1)=[O:7])([CH3:4])([CH3:2])[CH3:3], predict the reactants needed to synthesize it. The reactants are: [C:1]([O:5][C:6]([N:8]1[CH2:12][CH:11]([C:13]2[CH:18]=[CH:17][CH:16]=[CH:15][CH:14]=2)[CH2:10][C@H:9]1[C:19]#[N:20])=[O:7])([CH3:4])([CH3:3])[CH3:2].[N-:21]=[N+:22]=[N-:23].[Na+].[Cl-].[NH4+].C(O)(=O)CC(CC(O)=O)(C(O)=O)O. (2) Given the product [C:38]([N:40]1[CH2:45][CH2:44][N:43]([C:8]([C:7]2[CH:6]=[C:5]([CH:13]=[CH:12][CH:11]=2)[C:3]([O:2][CH3:1])=[O:4])=[O:10])[CH2:42][CH2:41]1)(=[O:39])[CH:37]([CH3:46])[CH3:36], predict the reactants needed to synthesize it. The reactants are: [CH3:1][O:2][C:3]([C:5]1[CH:6]=[C:7]([CH:11]=[CH:12][CH:13]=1)[C:8]([OH:10])=O)=[O:4].ON1C2C=CC=CC=2N=N1.Cl.C(N=C=NCCCN(C)C)C.[CH3:36][CH:37]([CH3:46])[C:38]([N:40]1[CH2:45][CH2:44][NH:43][CH2:42][CH2:41]1)=[O:39].